From a dataset of Reaction yield outcomes from USPTO patents with 853,638 reactions. Predict the reaction yield, written as a fraction of the theoretical maximum amount of product (1.0 means a 100% yield; for example, 0.34 means a 34% yield). (1) The reactants are [Cl:1][C:2]1[CH:3]=[C:4]([NH2:20])[CH:5]=[C:6]([Cl:19])[C:7]=1[S:8][C:9]1[CH:18]=[CH:17][C:16]2[C:11](=[CH:12][CH:13]=[CH:14][CH:15]=2)[CH:10]=1.N1C=CC=CC=1.[Cl:27][C:28]1[N:29]=[C:30]2[N:34]([C:35]=1[S:36](Cl)(=[O:38])=[O:37])[CH:33]=[CH:32][S:31]2. The catalyst is C1COCC1. The product is [Cl:19][C:6]1[CH:5]=[C:4]([NH:20][S:36]([C:35]2[N:34]3[C:30]([S:31][CH:32]=[CH:33]3)=[N:29][C:28]=2[Cl:27])(=[O:37])=[O:38])[CH:3]=[C:2]([Cl:1])[C:7]=1[S:8][C:9]1[CH:18]=[CH:17][C:16]2[C:11](=[CH:12][CH:13]=[CH:14][CH:15]=2)[CH:10]=1. The yield is 0.650. (2) The reactants are [OH-].[Na+].[CH2:3]([C:5]1[C:10](=[O:11])[N:9]2[N:12]=[CH:13][C:14]([C:15]#[N:16])=[C:8]2[NH:7][C:6]=1[CH3:17])[CH3:4].[Br:18][CH2:19][CH2:20]Br. The catalyst is O.C(Cl)(Cl)Cl.CC#N. The product is [Br:18][CH2:19][CH2:20][N:7]1[C:6]([CH3:17])=[C:5]([CH2:3][CH3:4])[C:10](=[O:11])[N:9]2[N:12]=[CH:13][C:14]([C:15]#[N:16])=[C:8]12. The yield is 0.400. (3) The reactants are [CH3:1][C:2]1[CH:7]=[CH:6][C:5]([S:8]([N:11]([C@H:16]([C:40]([OH:42])=[O:41])[CH2:17][CH2:18][CH2:19][CH2:20][NH:21][C:22]([C@@H:24]([NH:32][C:33]([O:35]C(C)(C)C)=O)[CH2:25][C:26]2[CH:31]=[CH:30][CH:29]=[CH:28][CH:27]=2)=[O:23])[CH2:12][CH:13]([CH3:15])[CH3:14])(=[O:10])=[O:9])=[CH:4][CH:3]=1.[F:43][C:44]([F:55])([F:54])C(OC(=O)[C:44]([F:55])([F:54])[F:43])=O.C(O)(C(F)(F)F)=O. No catalyst specified. The product is [CH3:1][C:2]1[CH:7]=[CH:6][C:5]([S:8]([N:11]([C@H:16]([C:40]([OH:42])=[O:41])[CH2:17][CH2:18][CH2:19][CH2:20][NH:21][C:22]([C@@H:24]([NH:32][C:33]([C:44]([F:55])([F:54])[F:43])=[O:35])[CH2:25][C:26]2[CH:31]=[CH:30][CH:29]=[CH:28][CH:27]=2)=[O:23])[CH2:12][CH:13]([CH3:15])[CH3:14])(=[O:9])=[O:10])=[CH:4][CH:3]=1. The yield is 0.740. (4) The reactants are [C:1]1(=[O:7])[O:6][C:4](=[O:5])[CH:3]=[CH:2]1.[C:8]1([C:14]2[C:15]3([CH2:21][CH3:22])[CH2:20][CH:18]([CH:19]=2)[CH2:17][CH2:16]3)[CH:13]=[CH:12][CH:11]=[CH:10][CH:9]=1.CC(N=NC(C#N)(C)C)(C#N)C. The catalyst is C1COCC1. The product is [C:4]1(=[O:5])[O:6][C:1](=[O:7])[CH:2]=[CH:3]1.[C:8]1([C:14]2[C:15]3([CH2:21][CH3:22])[CH2:20][CH:18]([CH:19]=2)[CH2:17][CH2:16]3)[CH:13]=[CH:12][CH:11]=[CH:10][CH:9]=1. The yield is 0.750.